This data is from Catalyst prediction with 721,799 reactions and 888 catalyst types from USPTO. The task is: Predict which catalyst facilitates the given reaction. (1) Reactant: [NH2:1][C:2]1[S:3][C:4]([CH2:7][CH3:8])=[N:5][N:6]=1.[CH2:9]([C:21]1[CH:26]=[CH:25][C:24]([S:27](Cl)(=[O:29])=[O:28])=[CH:23][CH:22]=1)[CH2:10][CH2:11][CH2:12][CH2:13][CH2:14][CH2:15][CH2:16][CH2:17][CH2:18][CH2:19][CH3:20].Cl. Product: [CH2:9]([C:21]1[CH:22]=[CH:23][C:24]([S:27]([NH:1][C:2]2[S:3][C:4]([CH2:7][CH3:8])=[N:5][N:6]=2)(=[O:29])=[O:28])=[CH:25][CH:26]=1)[CH2:10][CH2:11][CH2:12][CH2:13][CH2:14][CH2:15][CH2:16][CH2:17][CH2:18][CH2:19][CH3:20]. The catalyst class is: 17. (2) Product: [NH2:11][C:6]1[C:5]([CH2:4][OH:3])=[CH:10][CH:9]=[CH:8][N:7]=1. Reactant: C([O:3][C:4](=O)[C:5]1[CH:10]=[CH:9][CH:8]=[N:7][C:6]=1[NH2:11])C.[H-].[Al+3].[Li+].[H-].[H-].[H-].O.[OH-].[Na+]. The catalyst class is: 1.